From a dataset of Reaction yield outcomes from USPTO patents with 853,638 reactions. Predict the reaction yield, written as a fraction of the theoretical maximum amount of product (1.0 means a 100% yield; for example, 0.34 means a 34% yield). The reactants are [Cl:1][C:2]1[CH:9]=[C:8]([OH:10])[CH:7]=[CH:6][C:3]=1[CH:4]=[O:5].Br[CH2:12][CH:13]1[CH2:15][CH2:14]1.C(=O)([O-])[O-].[K+].[K+]. The catalyst is CN(C=O)C.O. The product is [Cl:1][C:2]1[CH:9]=[C:8]([O:10][CH2:12][CH:13]2[CH2:15][CH2:14]2)[CH:7]=[CH:6][C:3]=1[CH:4]=[O:5]. The yield is 0.800.